Task: Predict the reaction yield, written as a fraction of the theoretical maximum amount of product (1.0 means a 100% yield; for example, 0.34 means a 34% yield).. Dataset: Reaction yield outcomes from USPTO patents with 853,638 reactions (1) The reactants are [CH:1]([C:4]1[N:5]=[C:6]([NH2:9])[S:7][CH:8]=1)([CH3:3])[CH3:2].[CH:10]1[N:14]=[CH:13][N:12]([C:15](N2C=NC=C2)=[S:16])[CH:11]=1. The catalyst is C(#N)C. The product is [CH:1]([C:4]1[N:5]=[C:6]([NH:9][C:15]([N:12]2[CH:11]=[CH:10][N:14]=[CH:13]2)=[S:16])[S:7][CH:8]=1)([CH3:3])[CH3:2]. The yield is 0.553. (2) The reactants are [OH:1][B:2]1[C:6]2[CH:7]=[C:8]([OH:12])[CH:9]=[C:10]([CH3:11])[C:5]=2[CH:4]([CH2:13][C:14]([O:16][CH2:17][CH3:18])=[O:15])[O:3]1.Cl[C:20]1[CH:27]=[CH:26][C:23]([C:24]#[N:25])=[CH:22][N:21]=1.C(=O)([O-])[O-].[Cs+].[Cs+]. The catalyst is CN(C=O)C. The product is [C:24]([C:23]1[CH:26]=[CH:27][C:20]([O:12][C:8]2[CH:9]=[C:10]([CH3:11])[C:5]3[CH:4]([CH2:13][C:14]([O:16][CH2:17][CH3:18])=[O:15])[O:3][B:2]([OH:1])[C:6]=3[CH:7]=2)=[N:21][CH:22]=1)#[N:25]. The yield is 0.890. (3) The reactants are [C:1]([O:5][C:6]([N:8]1[CH2:13][CH2:12][CH2:11][CH2:10][CH:9]1[CH2:14][CH2:15][CH2:16][OH:17])=[O:7])([CH3:4])([CH3:3])[CH3:2].C[N+]1([O-])CCOCC1. The catalyst is C(Cl)Cl.[Ru]([O-])(=O)(=O)=O.C([N+](CCC)(CCC)CCC)CC. The product is [C:1]([O:5][C:6]([N:8]1[CH2:13][CH2:12][CH2:11][CH2:10][CH:9]1[CH2:14][CH2:15][CH:16]=[O:17])=[O:7])([CH3:4])([CH3:3])[CH3:2]. The yield is 0.860. (4) The reactants are [CH2:1]([N:3]1[C:7]([C:8]2[CH:9]=[C:10]([C:14]([O:16][CH3:17])=[O:15])[O:11][C:12]=2[CH3:13])=[CH:6][CH:5]=[N:4]1)[CH3:2].C1C(=O)N([Cl:25])C(=O)C1. The catalyst is C1COCC1. The product is [Cl:25][C:6]1[CH:5]=[N:4][N:3]([CH2:1][CH3:2])[C:7]=1[C:8]1[CH:9]=[C:10]([C:14]([O:16][CH3:17])=[O:15])[O:11][C:12]=1[CH3:13]. The yield is 0.890. (5) The reactants are [NH:1]1[CH2:6][CH2:5][O:4][CH2:3][CH:2]1[CH2:7][C:8]([O:10][CH2:11][CH3:12])=[O:9].C(N(CC)CC)C.[CH3:20][C:21]([O:24][C:25](O[C:25]([O:24][C:21]([CH3:23])([CH3:22])[CH3:20])=[O:26])=[O:26])([CH3:23])[CH3:22]. The catalyst is ClCCl. The product is [CH2:11]([O:10][C:8](=[O:9])[CH2:7][CH:2]1[CH2:3][O:4][CH2:5][CH2:6][N:1]1[C:25]([O:24][C:21]([CH3:23])([CH3:22])[CH3:20])=[O:26])[CH3:12]. The yield is 0.317.